From a dataset of Reaction yield outcomes from USPTO patents with 853,638 reactions. Predict the reaction yield, written as a fraction of the theoretical maximum amount of product (1.0 means a 100% yield; for example, 0.34 means a 34% yield). (1) The reactants are [CH2:1]([O:3][C:4]1[CH:5]=[C:6]([C:13]([O:15]CC)=[O:14])[CH:7]=[C:8]2[C:12]=1[NH:11][N:10]=[CH:9]2)[CH3:2].[Li+].[OH-]. No catalyst specified. The product is [CH2:1]([O:3][C:4]1[CH:5]=[C:6]([C:13]([OH:15])=[O:14])[CH:7]=[C:8]2[C:12]=1[NH:11][N:10]=[CH:9]2)[CH3:2]. The yield is 0.990. (2) The reactants are [Li+].[OH-].C[O:4][C:5](/[C:7](=[C:13](\[C:35]([O:37]C)=[O:36])/[CH2:14][CH2:15][CH2:16][CH2:17][CH2:18][CH2:19][CH2:20][CH2:21][CH2:22][CH2:23][CH2:24][CH2:25][CH2:26][CH2:27][CH2:28][CH2:29][O:30][S:31]([OH:34])(=[O:33])=[O:32])/[CH2:8][C:9]([O:11]C)=[O:10])=[O:6].O. The catalyst is C1COCC1. The product is [C:5](/[C:7](=[C:13](\[C:35]([OH:37])=[O:36])/[CH2:14][CH2:15][CH2:16][CH2:17][CH2:18][CH2:19][CH2:20][CH2:21][CH2:22][CH2:23][CH2:24][CH2:25][CH2:26][CH2:27][CH2:28][CH2:29][O:30][S:31]([OH:34])(=[O:33])=[O:32])/[CH2:8][C:9]([OH:11])=[O:10])([OH:6])=[O:4]. The yield is 0.880. (3) The reactants are [F:1][C:2]1[CH:10]=[C:9]([C:11]2[CH:16]=[CH:15][C:14]([F:17])=[CH:13][CH:12]=2)[C:8]2[N:7]3[CH2:18][CH2:19][NH:20][C:21](=[O:22])[C:6]3=[CH:5][C:4]=2[CH:3]=1.[H-].[Na+].I[CH3:26]. The catalyst is CN(C=O)C. The product is [F:1][C:2]1[CH:10]=[C:9]([C:11]2[CH:16]=[CH:15][C:14]([F:17])=[CH:13][CH:12]=2)[C:8]2[N:7]3[CH2:18][CH2:19][N:20]([CH3:26])[C:21](=[O:22])[C:6]3=[CH:5][C:4]=2[CH:3]=1. The yield is 0.400. (4) The reactants are [CH3:1][N:2]1[C:6]2=[N:7][C:8]([S:11][CH3:12])=[N:9][CH:10]=[C:5]2[C:4](=O)[NH:3]1.P(Cl)(Cl)([Cl:16])=O.[OH-].[NH4+]. No catalyst specified. The product is [Cl:16][C:4]1[C:5]2[C:6](=[N:7][C:8]([S:11][CH3:12])=[N:9][CH:10]=2)[N:2]([CH3:1])[N:3]=1. The yield is 0.610. (5) The reactants are CC(C)([O-])C.[K+].[CH:7]([C:10]1[C:18]2[C:13](=[CH:14][CH:15]=[CH:16][CH:17]=2)[NH:12][CH:11]=1)([CH3:9])[CH3:8].[CH3:19][O:20][C:21](=[O:32])[C:22]1[CH:27]=[CH:26][C:25]([S:28](Cl)(=[O:30])=[O:29])=[CH:24][CH:23]=1.C(OC(C)=O)C.O. The catalyst is CN(C=O)C.CCCCCC.CCOC(C)=O. The product is [CH3:19][O:20][C:21](=[O:32])[C:22]1[CH:23]=[CH:24][C:25]([S:28]([N:12]2[C:13]3[C:18](=[CH:17][CH:16]=[CH:15][CH:14]=3)[C:10]([CH:7]([CH3:9])[CH3:8])=[CH:11]2)(=[O:29])=[O:30])=[CH:26][CH:27]=1. The yield is 0.510.